This data is from Full USPTO retrosynthesis dataset with 1.9M reactions from patents (1976-2016). The task is: Predict the reactants needed to synthesize the given product. Given the product [C:17]1([CH3:29])[CH:22]=[CH:21][C:20]([S:23]([CH2:26][CH2:27][O:10][C:9](=[O:11])[CH2:8][O:7][C:2]2[CH:3]=[CH:4][CH:5]=[CH:6][C:1]=2[O:12][CH2:13][C:14]([O:16][CH2:40][CH2:41][S:44]([C:33]2[CH:34]=[CH:35][C:30]([CH3:36])=[CH:31][CH:32]=2)(=[O:46])=[O:45])=[O:15])(=[O:25])=[O:24])=[CH:19][CH:18]=1, predict the reactants needed to synthesize it. The reactants are: [C:1]1([O:12][CH2:13][C:14]([OH:16])=[O:15])[CH:6]=[CH:5][CH:4]=[CH:3][C:2]=1[O:7][CH2:8][C:9]([OH:11])=[O:10].[C:17]1([CH3:29])[CH:22]=[CH:21][C:20]([S:23]([CH2:26][CH2:27]O)(=[O:25])=[O:24])=[CH:19][CH:18]=1.[C:30]1([CH3:36])[CH:35]=[CH:34][CH:33]=[CH:32][CH:31]=1.O.C1(C)C=C[C:41]([S:44](O)(=[O:46])=[O:45])=[CH:40]C=1.